Dataset: Reaction yield outcomes from USPTO patents with 853,638 reactions. Task: Predict the reaction yield, written as a fraction of the theoretical maximum amount of product (1.0 means a 100% yield; for example, 0.34 means a 34% yield). (1) The reactants are [F:1][C:2]([F:15])([F:14])[CH2:3][CH2:4][C:5]([N:11]=[C:12]=[O:13])(OC)[C:6]([OH:8])=O.CN([C:19]([O:23]N1N=NC2C=CC=NC1=2)=[N+](C)C)C.F[P-](F)(F)(F)(F)F.[C:40]([O:44][C:45]([N:47]1[CH2:51][CH2:50][CH2:49][CH:48]1[C:52]1[NH:53][C:54]([C:57]2[CH:62]=[CH:61][C:60]([C:63]3[CH:68]=[CH:67][C:66]([C:69]4[NH:70][C:71]([CH:74]5[CH2:78][CH2:77][CH2:76][NH:75]5)=[N:72][CH:73]=4)=[CH:65][CH:64]=3)=[CH:59][CH:58]=2)=[CH:55][N:56]=1)=[O:46])([CH3:43])([CH3:42])[CH3:41].C(N(C(C)C)CC)(C)C. The catalyst is CN(C)C=O.C(OCC)(=O)C. The product is [C:40]([O:44][C:45]([N:47]1[CH2:51][CH2:50][CH2:49][CH:48]1[C:52]1[NH:53][C:54]([C:57]2[CH:58]=[CH:59][C:60]([C:63]3[CH:68]=[CH:67][C:66]([C:69]4[NH:70][C:71]([CH:74]5[CH2:78][CH2:77][CH2:76][N:75]5[C:6](=[O:8])[CH:5]([NH:11][C:12]([O:23][CH3:19])=[O:13])[CH2:4][CH2:3][C:2]([F:1])([F:14])[F:15])=[N:72][CH:73]=4)=[CH:65][CH:64]=3)=[CH:61][CH:62]=2)=[CH:55][N:56]=1)=[O:46])([CH3:43])([CH3:41])[CH3:42]. The yield is 0.590. (2) The reactants are [OH:1][C:2]1[CH:7]=[C:6]([O:8][CH3:9])[CH:5]=[CH:4][C:3]=1[C:10]([C:12]1[CH:17]=[CH:16][C:15]([O:18][CH2:19][C:20]2[N:21]=[C:22]([C:26]3[CH:31]=[CH:30][CH:29]=[CH:28][CH:27]=3)[O:23][C:24]=2[CH3:25])=[CH:14][CH:13]=1)=[O:11].O[C@H:33]([CH3:38])[C:34]([O:36]C)=[O:35].C1(P(C2C=CC=CC=2)C2C=CC=CC=2)C=CC=CC=1.N(C(OCC)=O)=NC(OCC)=O. The catalyst is ClCCl. The product is [CH3:9][O:8][C:6]1[CH:5]=[CH:4][C:3]([C:10](=[O:11])[C:12]2[CH:13]=[CH:14][C:15]([O:18][CH2:19][C:20]3[N:21]=[C:22]([C:26]4[CH:27]=[CH:28][CH:29]=[CH:30][CH:31]=4)[O:23][C:24]=3[CH3:25])=[CH:16][CH:17]=2)=[C:2]([CH:7]=1)[O:1][C@@H:33]([CH3:38])[C:34]([OH:36])=[O:35]. The yield is 0.260. (3) The yield is 0.700. The catalyst is C(Cl)Cl. The reactants are ClC(Cl)(OC(=O)OC(Cl)(Cl)Cl)Cl.C([O-])([O-])=O.[Na+].[Na+].C(N1CCN(C[C:28]2[CH:33]=[CH:32][C:31](N)=[CH:30][C:29]=2C(F)(F)F)CC1)C.[CH2:39]([N:41]1[CH2:46][CH2:45][N:44]([CH2:47][C:48]2[CH:53]=[CH:52][C:51]([NH:54][C:55]([N:57]3[CH2:62][CH2:61]N(CC)CC3)=[O:56])=[CH:50][C:49]=2[C:65]([F:68])([F:67])[F:66])[CH2:43][CH2:42]1)[CH3:40].C(N1CCNCC1)C.C(C1C=C(N)C=CC=1)#C. The product is [CH2:39]([N:41]1[CH2:42][CH2:43][N:44]([CH2:47][C:48]2[CH:53]=[CH:52][C:51]([NH:54][C:55]([NH:57][C:62]3[CH:30]=[CH:29][CH:28]=[C:33]([C:32]#[CH:31])[CH:61]=3)=[O:56])=[CH:50][C:49]=2[C:65]([F:68])([F:66])[F:67])[CH2:45][CH2:46]1)[CH3:40].